From a dataset of Forward reaction prediction with 1.9M reactions from USPTO patents (1976-2016). Predict the product of the given reaction. (1) Given the reactants CN(C(ON1N=NC2C=CC=CC1=2)=[N+](C)C)C.F[P-](F)(F)(F)(F)F.Cl.Cl.[CH3:27][C@H:28]1[C:36]2[C:35]([N:37]3[CH2:42][CH2:41][NH:40][CH2:39][CH2:38]3)=[N:34][CH:33]=[N:32][C:31]=2[CH2:30][CH2:29]1.[C:43]([O:47][C:48]([NH:50][C:51]([CH3:65])([CH3:64])[CH2:52][CH:53]([C:57]1[CH:62]=[CH:61][C:60]([Cl:63])=[CH:59][CH:58]=1)[C:54](O)=[O:55])=[O:49])([CH3:46])([CH3:45])[CH3:44].CCN(C(C)C)C(C)C, predict the reaction product. The product is: [Cl:63][C:60]1[CH:59]=[CH:58][C:57]([C@H:53]([C:54]([N:40]2[CH2:41][CH2:42][N:37]([C:35]3[C:36]4[CH:28]([CH3:27])[CH2:29][CH2:30][C:31]=4[N:32]=[CH:33][N:34]=3)[CH2:38][CH2:39]2)=[O:55])[CH2:52][C:51]([NH:50][C:48](=[O:49])[O:47][C:43]([CH3:45])([CH3:44])[CH3:46])([CH3:65])[CH3:64])=[CH:62][CH:61]=1. (2) Given the reactants [C:1]([O:5][C:6](=[O:16])[NH:7][CH2:8][C:9]1[CH:14]=[CH:13][N:12]=[C:11]([NH2:15])[CH:10]=1)([CH3:4])([CH3:3])[CH3:2].C1C(=O)N([Br:24])C(=O)C1, predict the reaction product. The product is: [C:1]([O:5][C:6](=[O:16])[NH:7][CH2:8][C:9]1[C:14]([Br:24])=[CH:13][N:12]=[C:11]([NH2:15])[CH:10]=1)([CH3:4])([CH3:2])[CH3:3]. (3) Given the reactants [Cl:1][C:2]1[C:10]2[N:9]=[C:8]3[N:11]([C:16]4[N:21]=[CH:20][C:19]([C:22]#[N:23])=[CH:18][C:17]=4[CH3:24])[CH2:12][CH2:13][CH2:14][CH2:15][N:7]3[C:6]=2[C:5]([CH:25]([CH2:28][CH3:29])[CH2:26][CH3:27])=[CH:4][CH:3]=1.[OH-:30].[K+].O, predict the reaction product. The product is: [Cl:1][C:2]1[C:10]2[N:9]=[C:8]3[N:11]([C:16]4[N:21]=[CH:20][C:19]([C:22]([NH2:23])=[O:30])=[CH:18][C:17]=4[CH3:24])[CH2:12][CH2:13][CH2:14][CH2:15][N:7]3[C:6]=2[C:5]([CH:25]([CH2:28][CH3:29])[CH2:26][CH3:27])=[CH:4][CH:3]=1. (4) Given the reactants Cl.[N:2]1([CH2:7][CH2:8][CH2:9][CH2:10][NH:11][C:12]([C:14]2[C:15]3[S:23][CH:22]=[C:21]([CH2:24][O:25][C:26]4[CH:31]=[CH:30][C:29]([Br:32])=[CH:28][CH:27]=4)[C:16]=3[C:17]([NH2:20])=[N:18][CH:19]=2)=[O:13])[CH2:6][CH2:5][CH2:4][CH2:3]1.[CH3:33][S:34]([OH:37])(=[O:36])=[O:35], predict the reaction product. The product is: [CH3:33][S:34]([OH:37])(=[O:36])=[O:35].[N:2]1([CH2:7][CH2:8][CH2:9][CH2:10][NH:11][C:12]([C:14]2[C:15]3[S:23][CH:22]=[C:21]([CH2:24][O:25][C:26]4[CH:31]=[CH:30][C:29]([Br:32])=[CH:28][CH:27]=4)[C:16]=3[C:17]([NH2:20])=[N:18][CH:19]=2)=[O:13])[CH2:3][CH2:4][CH2:5][CH2:6]1. (5) Given the reactants [N+:1](/[CH:4]=[CH:5]/[CH:6]1[CH2:8][CH2:7]1)([O-:3])=[O:2].[C:9]([O:13][CH2:14][CH3:15])(=[O:12])[CH2:10][SH:11], predict the reaction product. The product is: [CH:6]1([CH:5]([S:11][CH2:10][C:9]([O:13][CH2:14][CH3:15])=[O:12])[CH2:4][N+:1]([O-:3])=[O:2])[CH2:8][CH2:7]1. (6) Given the reactants [C:1]1([C:7]23[CH2:14][CH2:13][C:10]([C:15]([O:17][CH2:18][CH3:19])=[O:16])([CH2:11][CH2:12]2)[CH:9]=[CH:8]3)[CH:6]=[CH:5][CH:4]=[CH:3][CH:2]=1.[H][H], predict the reaction product. The product is: [C:1]1([C:7]23[CH2:12][CH2:11][C:10]([C:15]([O:17][CH2:18][CH3:19])=[O:16])([CH2:9][CH2:8]2)[CH2:13][CH2:14]3)[CH:2]=[CH:3][CH:4]=[CH:5][CH:6]=1.